Dataset: Full USPTO retrosynthesis dataset with 1.9M reactions from patents (1976-2016). Task: Predict the reactants needed to synthesize the given product. (1) Given the product [CH3:17][NH:16][C:13]1[CH:14]=[CH:15][C:10]([C:9]([NH:8][CH2:7][C:6]([OH:22])=[O:5])=[O:21])=[CH:11][C:12]=1[N+:18]([O-:20])=[O:19], predict the reactants needed to synthesize it. The reactants are: C([O:5][C:6](=[O:22])[CH2:7][NH:8][C:9](=[O:21])[C:10]1[CH:15]=[CH:14][C:13]([NH:16][CH3:17])=[C:12]([N+:18]([O-:20])=[O:19])[CH:11]=1)(C)(C)C. (2) Given the product [Br:1][C:2]1[C:10]2[C:5](=[CH:6][CH:7]=[CH:8][CH:9]=2)[N:4]([C:14]([C:13]2[C:17]([C:21]([F:22])([F:23])[F:24])=[CH:18][CH:19]=[CH:20][C:12]=2[Cl:11])=[O:15])[N:3]=1, predict the reactants needed to synthesize it. The reactants are: [Br:1][C:2]1[C:10]2[C:5](=[CH:6][CH:7]=[CH:8][CH:9]=2)[NH:4][N:3]=1.[Cl:11][C:12]1[CH:20]=[CH:19][CH:18]=[C:17]([C:21]([F:24])([F:23])[F:22])[C:13]=1[C:14](Cl)=[O:15].CCN(CC)CC.O. (3) Given the product [F:30][C:31]1[CH:36]=[CH:35][CH:34]=[CH:33][C:32]=1[C:37]1[N:40]=[C:27]([CH:12]2[CH2:13][CH:14]([C:16]3[CH:21]=[CH:20][C:19]([O:22][C:23]([F:24])([F:26])[F:25])=[CH:18][CH:17]=3)[CH2:15][N:10]([C:8]([N:5]3[CH2:6][CH2:7][CH:2]([OH:1])[CH2:3][CH2:4]3)=[O:9])[CH2:11]2)[O:39][N:38]=1, predict the reactants needed to synthesize it. The reactants are: [OH:1][CH:2]1[CH2:7][CH2:6][N:5]([C:8]([N:10]2[CH2:15][CH:14]([C:16]3[CH:21]=[CH:20][C:19]([O:22][C:23]([F:26])([F:25])[F:24])=[CH:18][CH:17]=3)[CH2:13][CH:12]([C:27](O)=O)[CH2:11]2)=[O:9])[CH2:4][CH2:3]1.[F:30][C:31]1[CH:36]=[CH:35][CH:34]=[CH:33][C:32]=1[C:37](=[NH:40])[NH:38][OH:39]. (4) Given the product [Br:21][C:17]1[CH:16]=[C:15]([NH:14][C:5]2[C:6]([C:12]#[N:13])=[CH:7][N:8]=[C:9]3[C:4]=2[CH:3]=[C:2]([NH:1][C:26](=[O:27])[CH:25]=[CH:24][CH2:23][N:30]([CH3:31])[CH3:29])[CH:11]=[N:10]3)[CH:20]=[CH:19][CH:18]=1, predict the reactants needed to synthesize it. The reactants are: [NH2:1][C:2]1[CH:3]=[C:4]2[C:9](=[N:10][CH:11]=1)[N:8]=[CH:7][C:6]([C:12]#[N:13])=[C:5]2[NH:14][C:15]1[CH:20]=[CH:19][CH:18]=[C:17]([Br:21])[CH:16]=1.Br[CH2:23][CH:24]=[CH:25][C:26](Cl)=[O:27].[CH3:29][N:30]1CCC[C:31]1=O.CNC. (5) The reactants are: B.CSC.[NH:5]1[CH2:10][CH2:9][S:8][CH2:7][C:6]1=O.[C:23]([O:22][C:20](O[C:20]([O:22][C:23]([CH3:26])([CH3:25])[CH3:24])=[O:21])=[O:21])([CH3:26])([CH3:25])[CH3:24].[Li+].[OH-:28].[CH2:29]1[CH2:33][O:32]CC1. Given the product [C:20]([N:5]1[CH2:10][CH2:9][S:8][CH:7]([CH2:29][C:33]([OH:28])=[O:32])[CH2:6]1)([O:22][C:23]([CH3:24])([CH3:25])[CH3:26])=[O:21], predict the reactants needed to synthesize it. (6) Given the product [Cl:15][C:16]1[CH:17]=[C:18]([C:22]2[S:26][C:25]([CH3:27])=[N:24][C:23]=2[C:28]([N:2]2[C@H:3]([CH2:7][NH:8][C:9](=[O:14])[C:10]([F:12])([F:13])[F:11])[CH2:4][C@H:5]3[C@@H:1]2[CH2:6]3)=[O:29])[CH:19]=[CH:20][CH:21]=1, predict the reactants needed to synthesize it. The reactants are: [C@H:1]12[CH2:6][C@H:5]1[CH2:4][C@@H:3]([CH2:7][NH:8][C:9](=[O:14])[C:10]([F:13])([F:12])[F:11])[NH:2]2.[Cl:15][C:16]1[CH:17]=[C:18]([C:22]2[S:26][C:25]([CH3:27])=[N:24][C:23]=2[C:28](O)=[O:29])[CH:19]=[CH:20][CH:21]=1. (7) Given the product [NH3:15].[OH:42][C:7]1[CH:8]=[C:9]([CH:38]=[CH:39][CH:40]=1)[CH2:10][O:11][CH:12]1[CH2:17][CH2:16][N:15]([C:18]([CH3:37])([CH3:36])[CH2:19][CH2:20][C:21]([C:30]2[CH:35]=[CH:34][CH:33]=[CH:32][CH:31]=2)([C:24]2[CH:29]=[CH:28][CH:27]=[CH:26][CH:25]=2)[C:22]#[N:23])[CH2:14][CH2:13]1, predict the reactants needed to synthesize it. The reactants are: C([Li])CCC.Br[C:7]1[CH:8]=[C:9]([CH:38]=[CH:39][CH:40]=1)[CH2:10][O:11][CH:12]1[CH2:17][CH2:16][N:15]([C:18]([CH3:37])([CH3:36])[CH2:19][CH2:20][C:21]([C:30]2[CH:35]=[CH:34][CH:33]=[CH:32][CH:31]=2)([C:24]2[CH:29]=[CH:28][CH:27]=[CH:26][CH:25]=2)[C:22]#[N:23])[CH2:14][CH2:13]1.C[O:42]B(OC)OC.C[N+]1([O-])CCOCC1.